Dataset: NCI-60 drug combinations with 297,098 pairs across 59 cell lines. Task: Regression. Given two drug SMILES strings and cell line genomic features, predict the synergy score measuring deviation from expected non-interaction effect. Drug 1: C1=CC(=C2C(=C1NCCNCCO)C(=O)C3=C(C=CC(=C3C2=O)O)O)NCCNCCO. Drug 2: C1=NC2=C(N=C(N=C2N1C3C(C(C(O3)CO)O)O)F)N. Cell line: OVCAR-4. Synergy scores: CSS=22.1, Synergy_ZIP=-0.638, Synergy_Bliss=0.689, Synergy_Loewe=-38.3, Synergy_HSA=-0.0331.